This data is from Peptide-MHC class II binding affinity with 134,281 pairs from IEDB. The task is: Regression. Given a peptide amino acid sequence and an MHC pseudo amino acid sequence, predict their binding affinity value. This is MHC class II binding data. (1) The peptide sequence is GELQIVDKIDAAFKW. The MHC is DRB5_0101 with pseudo-sequence DRB5_0101. The binding affinity (normalized) is 0.646. (2) The peptide sequence is YHFDLSGHAFGAMAKKGDEQ. The MHC is DRB1_0301 with pseudo-sequence DRB1_0301. The binding affinity (normalized) is 0.